Regression. Given a peptide amino acid sequence and an MHC pseudo amino acid sequence, predict their binding affinity value. This is MHC class I binding data. From a dataset of Peptide-MHC class I binding affinity with 185,985 pairs from IEDB/IMGT. (1) The peptide sequence is CNDTNYSGF. The MHC is HLA-A31:01 with pseudo-sequence HLA-A31:01. The binding affinity (normalized) is 0.244. (2) The peptide sequence is CVDHPFIYVI. The MHC is Mamu-B01 with pseudo-sequence Mamu-B01. The binding affinity (normalized) is 0.145. (3) The peptide sequence is KCPDRQAGF. The MHC is Mamu-A01 with pseudo-sequence Mamu-A01. The binding affinity (normalized) is 0. (4) The peptide sequence is DHIPIINTL. The MHC is HLA-B57:01 with pseudo-sequence HLA-B57:01. The binding affinity (normalized) is 0.0847. (5) The peptide sequence is GPDIYKGVY. The MHC is HLA-A30:01 with pseudo-sequence HLA-A30:01. The binding affinity (normalized) is 0. (6) The peptide sequence is SLIAIIKGI. The MHC is HLA-A02:01 with pseudo-sequence HLA-A02:01. The binding affinity (normalized) is 0.657. (7) The peptide sequence is DSQGLPEEL. The MHC is HLA-A68:02 with pseudo-sequence HLA-A68:02. The binding affinity (normalized) is 0.0763. (8) The peptide sequence is IAGGVCYYL. The MHC is HLA-A02:03 with pseudo-sequence HLA-A02:03. The binding affinity (normalized) is 0.314. (9) The peptide sequence is QQSTYQLL. The MHC is H-2-Kb with pseudo-sequence H-2-Kb. The binding affinity (normalized) is 0.457. (10) The peptide sequence is YLPTQQDVL. The MHC is HLA-A23:01 with pseudo-sequence HLA-A23:01. The binding affinity (normalized) is 0.